Dataset: Full USPTO retrosynthesis dataset with 1.9M reactions from patents (1976-2016). Task: Predict the reactants needed to synthesize the given product. The reactants are: [NH2:1][C:2]1[CH:9]=[CH:8][C:7](Br)=[CH:6][C:3]=1[C:4]#[N:5].[CH3:11][N:12](C=O)C. Given the product [NH2:1][C:2]1[CH:9]=[CH:8][C:7]([C:11]#[N:12])=[CH:6][C:3]=1[C:4]#[N:5], predict the reactants needed to synthesize it.